This data is from Forward reaction prediction with 1.9M reactions from USPTO patents (1976-2016). The task is: Predict the product of the given reaction. (1) The product is: [CH2:14]([N:16]([C:17]1[CH:22]=[CH:21][CH:20]=[CH:19][CH:18]=1)[CH2:2][CH2:3][CH2:4][CH2:5][O:6][C:7]1[CH:12]=[CH:11][C:10]([OH:13])=[CH:9][CH:8]=1)[CH3:15]. Given the reactants Br[CH2:2][CH2:3][CH2:4][CH2:5][O:6][C:7]1[CH:12]=[CH:11][C:10]([OH:13])=[CH:9][CH:8]=1.[CH2:14]([NH:16][C:17]1[CH:22]=[CH:21][CH:20]=[CH:19][CH:18]=1)[CH3:15].C(N(C(C)C)CC)(C)C, predict the reaction product. (2) Given the reactants [OH:1][C:2]1[CH:7]=[CH:6][C:5]([CH2:8][C:9]([O:11][CH3:12])=[O:10])=[CH:4][CH:3]=1.C(Cl)(Cl)(Cl)Cl.CCN(C(C)C)C(C)C.[P:27]([O-:44])([O:36][CH2:37][C:38]1[CH:43]=[CH:42][CH:41]=[CH:40][CH:39]=1)[O:28][CH2:29][C:30]1[CH:35]=[CH:34][CH:33]=[CH:32][CH:31]=1, predict the reaction product. The product is: [CH2:29]([O:28][P:27]([O:1][C:2]1[CH:3]=[CH:4][C:5]([CH2:8][C:9]([O:11][CH3:12])=[O:10])=[CH:6][CH:7]=1)([O:36][CH2:37][C:38]1[CH:43]=[CH:42][CH:41]=[CH:40][CH:39]=1)=[O:44])[C:30]1[CH:31]=[CH:32][CH:33]=[CH:34][CH:35]=1.